From a dataset of Catalyst prediction with 721,799 reactions and 888 catalyst types from USPTO. Predict which catalyst facilitates the given reaction. (1) Reactant: C([Li])CCC.[Cl:6][C:7]1[C:8]2[N:9]([C:13]([C@@H:16]3[CH2:21][CH2:20][CH2:19][N:18]([C:22]([O:24][CH2:25][C:26]4[CH:31]=[CH:30][CH:29]=[CH:28][CH:27]=4)=[O:23])[CH2:17]3)=[N:14][CH:15]=2)[CH:10]=[CH:11][N:12]=1.Cl[C:33]([O:35][CH2:36][CH3:37])=[O:34]. Product: [CH2:25]([O:24][C:22]([N:18]1[CH2:19][CH2:20][CH2:21][C@@H:16]([C:13]2[N:9]3[C:10]([C:33]([O:35][CH2:36][CH3:37])=[O:34])=[CH:11][N:12]=[C:7]([Cl:6])[C:8]3=[CH:15][N:14]=2)[CH2:17]1)=[O:23])[C:26]1[CH:27]=[CH:28][CH:29]=[CH:30][CH:31]=1. The catalyst class is: 1. (2) Reactant: F[C:2]1[CH:7]=[C:6](F)[C:5]([N+:9]([O-:11])=[O:10])=[CH:4][C:3]=1[N+:12]([O-:14])=[O:13].[CH3:15][O-:16].[Na+].[Na].Cl.[CH3:20][OH:21]. Product: [CH3:15][O:16][C:2]1[CH:7]=[C:6]([O:21][CH3:20])[C:5]([N+:9]([O-:11])=[O:10])=[CH:4][C:3]=1[N+:12]([O-:14])=[O:13]. The catalyst class is: 146. (3) Reactant: C(OC([NH:8][C@H:9]([CH:38]1[CH2:43][CH2:42][CH2:41][CH2:40][CH2:39]1)[CH2:10][N:11]1[C:16](=O)[C:15]([C:18]2[CH:23]=[CH:22][CH:21]=[C:20]([O:24][CH3:25])[C:19]=2[F:26])=[C:14]([CH3:27])[N:13]([CH2:28][C:29]2[C:34]([F:35])=[CH:33][CH:32]=[CH:31][C:30]=2[F:36])[C:12]1=O)=O)(C)(C)C.C(O)(C(F)(F)F)=O. Product: [NH2:8][C@H:9]([CH:38]1[CH2:39][CH2:40][CH2:41][CH2:42][CH2:43]1)[CH2:10][N:11]1[CH2:16][C:15]([C:18]2[CH:23]=[CH:22][CH:21]=[C:20]([O:24][CH3:25])[C:19]=2[F:26])=[C:14]([CH3:27])[N:13]([CH2:28][C:29]2[C:34]([F:35])=[CH:33][CH:32]=[CH:31][C:30]=2[F:36])[CH2:12]1. The catalyst class is: 4. (4) Product: [Cl:49][CH2:17][C:14]1[CH:15]=[C:16]2[C:11](=[CH:12][CH:13]=1)[N:10]([C:19]([C:32]1[CH:33]=[CH:34][CH:35]=[CH:36][CH:37]=1)([C:20]1[CH:25]=[CH:24][CH:23]=[CH:22][CH:21]=1)[C:26]1[CH:31]=[CH:30][CH:29]=[CH:28][CH:27]=1)[N:9]=[C:8]2[C:4]1[CH:5]=[CH:6][CH:7]=[C:2]([F:1])[CH:3]=1. The catalyst class is: 2. Reactant: [F:1][C:2]1[CH:3]=[C:4]([C:8]2[C:16]3[C:11](=[CH:12][CH:13]=[C:14]([CH2:17]O)[CH:15]=3)[N:10]([C:19]([C:32]3[CH:37]=[CH:36][CH:35]=[CH:34][CH:33]=3)([C:26]3[CH:31]=[CH:30][CH:29]=[CH:28][CH:27]=3)[C:20]3[CH:25]=[CH:24][CH:23]=[CH:22][CH:21]=3)[N:9]=2)[CH:5]=[CH:6][CH:7]=1.C(N(CC)CC)C.CS([Cl:49])(=O)=O.C(OCC)(=O)C. (5) Reactant: [Cl:1][C:2]1[CH:7]=[CH:6][C:5]([N:8]2[CH:12]=[C:11]([C:13]([OH:15])=O)[N:10]=[C:9]2[CH2:16][CH2:17][CH3:18])=[CH:4][CH:3]=1.[Li].Cl.Cl.[NH2:22][CH2:23][CH:24]([OH:40])[CH2:25][N:26]1[CH2:31][CH2:30][N:29]([C:32]2[CH:37]=[CH:36][CH:35]=[C:34]([Cl:38])[C:33]=2[Cl:39])[CH2:28][CH2:27]1.CCN=C=NCCCN(C)C.C1C=CC2N(O)N=NC=2C=1.CN1CCOCC1. Product: [Cl:1][C:2]1[CH:3]=[CH:4][C:5]([N:8]2[CH:12]=[C:11]([C:13]([NH:22][CH2:23][CH:24]([OH:40])[CH2:25][N:26]3[CH2:27][CH2:28][N:29]([C:32]4[CH:37]=[CH:36][CH:35]=[C:34]([Cl:38])[C:33]=4[Cl:39])[CH2:30][CH2:31]3)=[O:15])[N:10]=[C:9]2[CH2:16][CH2:17][CH3:18])=[CH:6][CH:7]=1. The catalyst class is: 3.